This data is from Forward reaction prediction with 1.9M reactions from USPTO patents (1976-2016). The task is: Predict the product of the given reaction. (1) Given the reactants [Br:1][C:2]1[C:3]([C:14]([O:16][CH2:17][CH3:18])=[O:15])=[C:4]([CH3:13])[NH:5][C:6]=1[C:7]1[CH:12]=[CH:11][CH:10]=[CH:9][CH:8]=1.[CH3:19]N(C=O)C.[H-].[Na+].CI, predict the reaction product. The product is: [Br:1][C:2]1[C:3]([C:14]([O:16][CH2:17][CH3:18])=[O:15])=[C:4]([CH3:13])[N:5]([CH3:19])[C:6]=1[C:7]1[CH:12]=[CH:11][CH:10]=[CH:9][CH:8]=1. (2) Given the reactants [Br:1][CH2:2][C:3]1[CH:4]=[C:5]([CH:8]=[CH:9][CH:10]=1)[CH:6]=O.[NH2:11][OH:12], predict the reaction product. The product is: [Br:1][CH2:2][C:3]1[CH:4]=[C:5]([CH:8]=[CH:9][CH:10]=1)[CH:6]=[N:11][OH:12]. (3) Given the reactants [Cl:1][C:2]([Cl:35])([Cl:34])[CH2:3][O:4][C:5](=[O:33])[CH:6]([S:23][CH2:24][CH2:25][C:26]1[CH:31]=[CH:30][C:29]([F:32])=[CH:28][CH:27]=1)[CH2:7][C:8]1[CH:13]=[CH:12][C:11]([C:14](C)(C)[O:15][SiH2]C(C)(C)C)=[CH:10][CH:9]=1.B(F)(F)F.CCOCC.Cl, predict the reaction product. The product is: [Cl:34][C:2]([Cl:1])([Cl:35])[CH2:3][O:4][C:5](=[O:33])[CH:6]([S:23][CH2:24][CH2:25][C:26]1[CH:27]=[CH:28][C:29]([F:32])=[CH:30][CH:31]=1)[CH2:7][C:8]1[CH:9]=[CH:10][C:11]([CH2:14][OH:15])=[CH:12][CH:13]=1. (4) The product is: [C:1]([C:4]1[O:8][C:7]([C:9]2[CH:10]=[C:11]([CH:16]=[CH:17][CH:18]=2)[C:12]([OH:14])=[O:13])=[CH:6][CH:5]=1)(=[O:3])[CH3:2]. Given the reactants [C:1]([C:4]1[O:8][C:7]([C:9]2[CH:10]=[C:11]([CH:16]=[CH:17][CH:18]=2)[C:12]([O:14]C)=[O:13])=[CH:6][CH:5]=1)(=[O:3])[CH3:2].[OH-].[Na+].Cl, predict the reaction product. (5) The product is: [Br:1][CH2:2][CH2:3][O:4][C:5]1[CH:10]=[CH:9][C:8]([O:11][C:13]2[S:14][C:15]3[CH:21]=[CH:20][CH:19]=[CH:18][C:16]=3[N:17]=2)=[CH:7][CH:6]=1. Given the reactants [Br:1][CH2:2][CH2:3][O:4][C:5]1[CH:10]=[CH:9][C:8]([OH:11])=[CH:7][CH:6]=1.Cl[C:13]1[S:14][C:15]2[CH:21]=[CH:20][CH:19]=[CH:18][C:16]=2[N:17]=1.C([O-])([O-])=O.[Cs+].[Cs+], predict the reaction product. (6) The product is: [NH2:25][C:26]1[N:35]=[C:34]([N:36]2[CH2:37][CH2:38][N:39]([CH3:42])[CH2:40][CH2:41]2)[C:33]2[C:28](=[CH:29][C:30]([C:43]([NH:55][C@@H:56]([CH2:62][C:63]3[CH:64]=[CH:65][C:66]([C:69]4[CH:70]=[CH:71][CH:72]=[CH:73][CH:74]=4)=[CH:67][CH:68]=3)[C:57]([N:59]([CH3:61])[CH3:60])=[O:58])=[O:44])=[CH:31][CH:32]=2)[N:27]=1. Given the reactants F[P-](F)(F)(F)(F)F.C[N+](C)=C(N(C)C)ON1C2N=CC=CC=2N=N1.[NH2:25][C:26]1[N:35]=[C:34]([N:36]2[CH2:41][CH2:40][N:39]([CH3:42])[CH2:38][CH2:37]2)[C:33]2[C:28](=[CH:29][C:30]([C:43](O)=[O:44])=[CH:31][CH:32]=2)[N:27]=1.C(N(CC)C(C)C)(C)C.[NH2:55][C@@H:56]([CH2:62][C:63]1[CH:68]=[CH:67][C:66]([C:69]2[CH:74]=[CH:73][CH:72]=[CH:71][CH:70]=2)=[CH:65][CH:64]=1)[C:57]([N:59]([CH3:61])[CH3:60])=[O:58], predict the reaction product. (7) Given the reactants P([O-])([O-])([O-])=O.[K+].[K+].[K+].[C:9]([O:13][C:14](=[O:23])[CH2:15][C:16]1[CH:21]=[CH:20][N:19]=[C:18](Cl)[CH:17]=1)([CH3:12])([CH3:11])[CH3:10].[CH3:24][N:25]1[CH2:30][CH2:29][NH:28][CH2:27][CH2:26]1.P, predict the reaction product. The product is: [C:9]([O:13][C:14](=[O:23])[CH2:15][C:16]1[CH:21]=[CH:20][N:19]=[C:18]([N:28]2[CH2:29][CH2:30][N:25]([CH3:24])[CH2:26][CH2:27]2)[CH:17]=1)([CH3:12])([CH3:11])[CH3:10].